From a dataset of Peptide-MHC class II binding affinity with 134,281 pairs from IEDB. Regression. Given a peptide amino acid sequence and an MHC pseudo amino acid sequence, predict their binding affinity value. This is MHC class II binding data. (1) The peptide sequence is FKTFEAAFTSSSKAA. The MHC is HLA-DPA10201-DPB11401 with pseudo-sequence HLA-DPA10201-DPB11401. The binding affinity (normalized) is 0.461. (2) The peptide sequence is LSPREEPDDIDCWCY. The MHC is HLA-DQA10501-DQB10402 with pseudo-sequence HLA-DQA10501-DQB10402. The binding affinity (normalized) is 0.